Dataset: Forward reaction prediction with 1.9M reactions from USPTO patents (1976-2016). Task: Predict the product of the given reaction. Given the reactants C(OC([NH:8][C@@H:9]1[CH2:14][C@@H:13]([C:15](=[O:19])[N:16]([CH3:18])[CH3:17])[CH2:12][CH2:11][C@@H:10]1[NH:20][C:21]([C:23]1[NH:24][C:25]2[C:30]([CH:31]=1)=[CH:29][C:28]([Cl:32])=[CH:27][CH:26]=2)=[O:22])=O)(C)(C)C.[F:33][C:34]([F:39])([F:38])[C:35]([OH:37])=[O:36], predict the reaction product. The product is: [F:33][C:34]([F:39])([F:38])[C:35]([OH:37])=[O:36].[Cl:32][C:28]1[CH:29]=[C:30]2[C:25](=[CH:26][CH:27]=1)[NH:24][C:23]([C:21]([NH:20][C@H:10]1[CH2:11][CH2:12][C@H:13]([C:15](=[O:19])[N:16]([CH3:17])[CH3:18])[CH2:14][C@H:9]1[NH2:8])=[O:22])=[CH:31]2.